Dataset: Forward reaction prediction with 1.9M reactions from USPTO patents (1976-2016). Task: Predict the product of the given reaction. (1) The product is: [CH2:58]([NH:65][C:22]([C:18]1[C:19]2[CH2:20][CH2:21][N:12]([CH2:11][C:10]3[CH:25]=[CH:26][C:7]([C@@H:5]([NH:4][C:1](=[O:3])[CH3:2])[CH3:6])=[CH:8][CH:9]=3)[CH2:13][C:14]=2[CH:15]=[CH:16][CH:17]=1)=[O:24])[C:59]1[CH:64]=[CH:63][CH:62]=[CH:61][CH:60]=1. Given the reactants [C:1]([NH:4][C@H:5]([C:7]1[CH:26]=[CH:25][C:10]([CH2:11][N:12]2[CH2:21][CH2:20][C:19]3[C:18]([C:22]([OH:24])=O)=[CH:17][CH:16]=[CH:15][C:14]=3[CH2:13]2)=[CH:9][CH:8]=1)[CH3:6])(=[O:3])[CH3:2].CCN(C(C)C)C(C)C.CN(C(ON1N=NC2C=CC=CC1=2)=[N+](C)C)C.[B-](F)(F)(F)F.[CH2:58]([NH2:65])[C:59]1[CH:64]=[CH:63][CH:62]=[CH:61][CH:60]=1, predict the reaction product. (2) The product is: [OH:1][C@@:2]1([C:9]#[C:10][C:11]2[CH:12]=[C:13]([C:17]3[N:22]=[C:21]([C:23]([NH2:34])=[O:25])[CH:20]=[C:19]([C:28]4[N:33]=[CH:32][CH:31]=[CH:30][N:29]=4)[CH:18]=3)[CH:14]=[CH:15][CH:16]=2)[CH2:6][CH2:5][N:4]([CH3:7])[C:3]1=[O:8]. Given the reactants [OH:1][C@@:2]1([C:9]#[C:10][C:11]2[CH:12]=[C:13]([C:17]3[N:22]=[C:21]([C:23]([O:25]CC)=O)[CH:20]=[C:19]([C:28]4[N:33]=[CH:32][CH:31]=[CH:30][N:29]=4)[CH:18]=3)[CH:14]=[CH:15][CH:16]=2)[CH2:6][CH2:5][N:4]([CH3:7])[C:3]1=[O:8].[NH3:34], predict the reaction product. (3) Given the reactants [Br:1][C:2]1[C:11]2[C:6](=[CH:7][C:8](Br)=[CH:9][CH:10]=2)[CH:5]=[N:4][CH:3]=1.CCN(C(C)C)C(C)C.CC1(C)C2C(=C(P(C3C=CC=CC=3)C3C=CC=CC=3)C=CC=2)OC2C(P(C3C=CC=CC=3)C3C=CC=CC=3)=CC=CC1=2.[CH2:64]([SH:71])[C:65]1[CH:70]=[CH:69][CH:68]=[CH:67][CH:66]=1, predict the reaction product. The product is: [CH2:64]([S:71][C:8]1[CH:7]=[C:6]2[C:11]([C:2]([Br:1])=[CH:3][N:4]=[CH:5]2)=[CH:10][CH:9]=1)[C:65]1[CH:70]=[CH:69][CH:68]=[CH:67][CH:66]=1. (4) Given the reactants Cl.[CH3:2][C@@:3]([S:31]([CH3:34])(=[O:33])=[O:32])([CH2:14][CH2:15][N:16]1[CH:21]=[CH:20][C:19]([C:22]#[C:23][C:24]2[CH:29]=[CH:28][CH:27]=[CH:26][CH:25]=2)=[CH:18][C:17]1=[O:30])[C:4]([NH:6][O:7]C1CCCCO1)=[O:5], predict the reaction product. The product is: [OH:7][NH:6][C:4](=[O:5])[C@:3]([CH3:2])([S:31]([CH3:34])(=[O:33])=[O:32])[CH2:14][CH2:15][N:16]1[CH:21]=[CH:20][C:19]([C:22]#[C:23][C:24]2[CH:25]=[CH:26][CH:27]=[CH:28][CH:29]=2)=[CH:18][C:17]1=[O:30]. (5) Given the reactants C(OC([N:8]1[CH2:13][C@H:12]([O:14][CH2:15][C:16]2[CH:25]=[C:24]([O:26][CH3:27])[C:23]3[C:18](=[CH:19][CH:20]=[CH:21][CH:22]=3)[CH:17]=2)[C@@H:11]([C:28]2[CH:33]=[CH:32][C:31]([O:34][CH2:35][CH2:36][CH2:37][O:38][C:39]3[CH:44]=[CH:43][CH:42]=[CH:41][C:40]=3[N+:45]([O-:47])=[O:46])=[CH:30][CH:29]=2)[C@H:10]([O:48][CH2:49][C@H:50]([OH:57])[CH2:51][N:52]2[CH:56]=[CH:55][N:54]=[CH:53]2)[CH2:9]1)=O)(C)(C)C.Cl, predict the reaction product. The product is: [N:52]1([CH2:51][C@@H:50]([OH:57])[CH2:49][O:48][C@H:10]2[C@H:11]([C:28]3[CH:33]=[CH:32][C:31]([O:34][CH2:35][CH2:36][CH2:37][O:38][C:39]4[CH:44]=[CH:43][CH:42]=[CH:41][C:40]=4[N+:45]([O-:47])=[O:46])=[CH:30][CH:29]=3)[C@@H:12]([O:14][CH2:15][C:16]3[CH:25]=[C:24]([O:26][CH3:27])[C:23]4[C:18](=[CH:19][CH:20]=[CH:21][CH:22]=4)[CH:17]=3)[CH2:13][NH:8][CH2:9]2)[CH:56]=[CH:55][N:54]=[CH:53]1. (6) The product is: [Cl:1][C:2]1[CH:7]=[CH:6][N:5]=[C:4]2[CH:8]=[C:9]([C:11]([N:22]3[CH2:26][CH2:25][CH2:24][CH2:23]3)=[O:13])[S:10][C:3]=12. Given the reactants [Cl:1][C:2]1[CH:7]=[CH:6][N:5]=[C:4]2[CH:8]=[C:9]([C:11]([O-:13])=O)[S:10][C:3]=12.[Li+].S(Cl)(Cl)=O.C(Cl)Cl.[NH:22]1[CH2:26][CH2:25][CH2:24][CH2:23]1, predict the reaction product. (7) Given the reactants [CH3:1][C:2]1[S:3][C:4]([NH:14][C:15]([C:17]2[CH:18]=[N:19][N:20]3[CH:25]=[CH:24][C:23](Cl)=[N:22][C:21]=23)=[O:16])=[C:5]([C:7]2[CH:12]=[CH:11][CH:10]=[CH:9][C:8]=2[CH3:13])[N:6]=1.[NH3:27], predict the reaction product. The product is: [CH3:1][C:2]1[S:3][C:4]([NH:14][C:15]([C:17]2[CH:18]=[N:19][N:20]3[CH:25]=[CH:24][C:23]([NH2:27])=[N:22][C:21]=23)=[O:16])=[C:5]([C:7]2[CH:12]=[CH:11][CH:10]=[CH:9][C:8]=2[CH3:13])[N:6]=1.